Predict which catalyst facilitates the given reaction. From a dataset of Catalyst prediction with 721,799 reactions and 888 catalyst types from USPTO. Reactant: [C:1]([C:3]1[C@@H:8]([C:9]2[CH:14]=[CH:13][C:12]([C:15]#[N:16])=[CH:11][C:10]=2[S:17]([CH3:20])(=[O:19])=[O:18])[N:7]([C:21](OC2C=CC([N+]([O-])=O)=CC=2)=[O:22])[C:6](=[O:33])[N:5]([C:34]2[CH:39]=[CH:38][CH:37]=[C:36]([C:40]([F:43])([F:42])[F:41])[CH:35]=2)[C:4]=1[CH3:44])#[N:2].Cl.[NH2:46][CH2:47][C:48]([NH2:50])=[O:49].C(N(CC)C(C)C)(C)C. Product: [NH2:50][C:48](=[O:49])[CH2:47][NH:46][C:21]([N:7]1[C@H:8]([C:9]2[CH:14]=[CH:13][C:12]([C:15]#[N:16])=[CH:11][C:10]=2[S:17]([CH3:20])(=[O:18])=[O:19])[C:3]([C:1]#[N:2])=[C:4]([CH3:44])[N:5]([C:34]2[CH:39]=[CH:38][CH:37]=[C:36]([C:40]([F:43])([F:42])[F:41])[CH:35]=2)[C:6]1=[O:33])=[O:22]. The catalyst class is: 10.